Dataset: hERG potassium channel inhibition data for cardiac toxicity prediction from Karim et al.. Task: Regression/Classification. Given a drug SMILES string, predict its toxicity properties. Task type varies by dataset: regression for continuous values (e.g., LD50, hERG inhibition percentage) or binary classification for toxic/non-toxic outcomes (e.g., AMES mutagenicity, cardiotoxicity, hepatotoxicity). Dataset: herg_karim. (1) The compound is COc1cccc([C@@H](C)N[C@@H]2CC[C@@H](C(=O)N3CCC(C(=O)N4CCCC4)(c4ccccc4)CC3)C(C)(C)C2)c1. The result is 0 (non-blocker). (2) The drug is CCCCc1oc2ccccc2c1C(=O)c1cc(I)c(OCCC)c(I)c1. The result is 0 (non-blocker). (3) The compound is CCC(CO)NS(=O)(=O)c1ccc(-c2ccc(CCN3CCCC3C)cc2)cc1. The result is 1 (blocker).